This data is from Peptide-MHC class II binding affinity with 134,281 pairs from IEDB. The task is: Regression. Given a peptide amino acid sequence and an MHC pseudo amino acid sequence, predict their binding affinity value. This is MHC class II binding data. (1) The peptide sequence is IDIWTYNAELLVLLENERTDFHDS. The MHC is DRB1_1501 with pseudo-sequence DRB1_1501. The binding affinity (normalized) is 0. (2) The peptide sequence is CAKFTCAKSMSLFEVKK. The MHC is DRB3_0301 with pseudo-sequence DRB3_0301. The binding affinity (normalized) is 0.648.